This data is from Peptide-MHC class II binding affinity with 134,281 pairs from IEDB. The task is: Regression. Given a peptide amino acid sequence and an MHC pseudo amino acid sequence, predict their binding affinity value. This is MHC class II binding data. (1) The peptide sequence is IVQMAPVSAMVRMYI. The MHC is DRB1_0101 with pseudo-sequence DRB1_0101. The binding affinity (normalized) is 0.957. (2) The peptide sequence is IEFGTNISKEHDGEC. The MHC is HLA-DQA10501-DQB10301 with pseudo-sequence HLA-DQA10501-DQB10301. The binding affinity (normalized) is 0.199. (3) The peptide sequence is KAFAEGLSGEPKGGA. The MHC is HLA-DQA10104-DQB10503 with pseudo-sequence HLA-DQA10104-DQB10503. The binding affinity (normalized) is 0.0958. (4) The MHC is DRB4_0103 with pseudo-sequence DRB4_0103. The peptide sequence is DKGIPFMKMNISVIMK. The binding affinity (normalized) is 0.561. (5) The peptide sequence is RVYCDPCRAGFETNV. The MHC is HLA-DQA10201-DQB10202 with pseudo-sequence HLA-DQA10201-DQB10202. The binding affinity (normalized) is 0.368. (6) The peptide sequence is VELQIVDKIDAAFKI. The MHC is DRB4_0101 with pseudo-sequence DRB4_0103. The binding affinity (normalized) is 0.626. (7) The peptide sequence is LHRVVLLESIAQFGD. The MHC is DRB1_0404 with pseudo-sequence DRB1_0404. The binding affinity (normalized) is 0.823. (8) The peptide sequence is KKGAAWTVYVGIVTMLSK. The MHC is DRB4_0103 with pseudo-sequence DRB4_0103. The binding affinity (normalized) is 0.472.